This data is from Reaction yield outcomes from USPTO patents with 853,638 reactions. The task is: Predict the reaction yield, written as a fraction of the theoretical maximum amount of product (1.0 means a 100% yield; for example, 0.34 means a 34% yield). (1) The reactants are [CH3:1][C:2]1([CH3:10])[CH2:9][C:7](=[O:8])[CH2:6][C:4](=[O:5])[CH2:3]1.N1CCC[CH2:12]1.[CH:16]([C:18]1[C:19]([CH3:36])=[C:20]([C:26]2[CH:31]=[CH:30][N:29]=[C:28]([C:32]([O:34][CH3:35])=[O:33])[N:27]=2)[CH:21]=[CH:22][C:23]=1[O:24][CH3:25])=O.O.[C:38]1([CH3:48])[CH:43]=[CH:42][C:41](S(O)(=O)=O)=C[CH:39]=1.[C:49](=[O:52])([O-])O.[Na+]. The catalyst is C(O)C.C(Cl)(Cl)Cl.C(OCC)(=O)C. The product is [CH3:25][O:24][C:23]1[CH:22]=[CH:21][C:20]([C:26]2[CH:31]=[CH:30][N:29]=[C:28]([C:32]([O:34][CH3:35])=[O:33])[N:27]=2)=[C:19]([CH3:36])[C:18]=1[CH:16]1[C:41]2[C:49](=[O:52])[CH2:12][C:38]([CH3:39])([CH3:48])[CH2:43][C:42]=2[O:5][C:4]2[CH2:3][C:2]([CH3:10])([CH3:1])[CH2:9][C:7](=[O:8])[C:6]1=2. The yield is 0.950. (2) The reactants are [NH2:1][C:2]1[N:6]=[CH:5][NH:4][N:3]=1.[OH:7][C:8]([CH3:20])([CH3:19])[CH2:9][O:10][C:11]1([CH3:18])[CH2:16][CH2:15][C:14](=O)[CH2:13][CH2:12]1.C(O[BH-](OC(=O)C)OC(=O)C)(=O)C.[Na+]. The catalyst is C(O)(=O)C. The product is [CH3:20][C:8]([OH:7])([CH3:19])[CH2:9][O:10][C:11]1([CH3:18])[CH2:16][CH2:15][CH:14]([NH:1][C:2]2[N:6]=[CH:5][NH:4][N:3]=2)[CH2:13][CH2:12]1. The yield is 0.540. (3) The reactants are [Cl:1][C:2]1[CH:3]=[CH:4][N:5]=[C:6]2[C:11]=1[N:10]=[CH:9][C:8]([OH:12])=[CH:7]2.C(=O)([O-])[O-].[Cs+].[Cs+].FC(F)(F)S(O[CH2:25][C:26]([F:29])([F:28])[F:27])(=O)=O. The catalyst is CN(C=O)C. The product is [Cl:1][C:2]1[CH:3]=[CH:4][N:5]=[C:6]2[C:11]=1[N:10]=[CH:9][C:8]([O:12][CH2:25][C:26]([F:29])([F:28])[F:27])=[CH:7]2. The yield is 0.560. (4) The reactants are [CH3:1][N:2]1[CH:6]=[C:5]([C:7]2[NH:36][C:10]3=[N:11][CH:12]=[CH:13][C:14]([C:15]4[CH:20]=[CH:19][C:18]([C:21]5([NH:24][C:25]([C:27]6[O:28]C(C(C)(C)C)=N[N:31]=6)=[O:26])[CH2:23][CH2:22]5)=[CH:17][CH:16]=4)=[C:9]3[N:8]=2)[CH:4]=[N:3]1.BrC1C=CN=C2NC(C3C=NN(C)C=3)=NC=12.CC1(C)C(C)(C)OB(C2C=CC(C3(NC(C4ON=[C:75]([C:78]([CH3:81])([CH3:80])[CH3:79])[N:74]=4)=O)CC3)=CC=2)O1.P([O-])([O-])([O-])=O.[K+].[K+].[K+].C([O-])(=O)C.[Na+].C(#N)C. No catalyst specified. The product is [CH3:1][N:2]1[CH:6]=[C:5]([C:7]2[NH:36][C:10]3=[N:11][CH:12]=[CH:13][C:14]([C:15]4[CH:20]=[CH:19][C:18]([C:21]5([NH:24][C:25]([C:27]6[O:28][N:74]=[C:75]([C:78]([CH3:81])([CH3:80])[CH3:79])[N:31]=6)=[O:26])[CH2:22][CH2:23]5)=[CH:17][CH:16]=4)=[C:9]3[N:8]=2)[CH:4]=[N:3]1. The yield is 0.530. (5) The reactants are [CH2:1]([NH2:8])[C:2]1[CH:7]=[CH:6][CH:5]=[CH:4][CH:3]=1.[Cl:9][C:10]1[CH:15]=[N:14][CH:13]=[C:12](Cl)[N:11]=1. No catalyst specified. The product is [CH2:1]([NH:8][C:12]1[CH:13]=[N:14][CH:15]=[C:10]([Cl:9])[N:11]=1)[C:2]1[CH:7]=[CH:6][CH:5]=[CH:4][CH:3]=1. The yield is 0.980.